From a dataset of Full USPTO retrosynthesis dataset with 1.9M reactions from patents (1976-2016). Predict the reactants needed to synthesize the given product. (1) Given the product [CH:10]1[C:11]2[N:12]([CH2:14][CH2:15][CH2:16][CH2:17][CH2:18][CH2:19][O:20][C:32](=[O:35])[CH:33]=[CH2:34])[C:13]3[C:5](=[CH:4][CH:3]=[CH:2][CH:1]=3)[C:6]=2[CH:7]=[CH:8][CH:9]=1, predict the reactants needed to synthesize it. The reactants are: [CH:1]1[C:13]2[N:12]([CH2:14][CH2:15][CH2:16][CH2:17][CH2:18][CH2:19][OH:20])[C:11]3[C:6](=[CH:7][CH:8]=[CH:9][CH:10]=3)[C:5]=2[CH:4]=[CH:3][CH:2]=1.CC1C=CC(S(O)(=O)=O)=CC=1.[C:32](O)(=[O:35])[CH:33]=[CH2:34].COC1C=CC(O)=CC=1. (2) The reactants are: [Cl-].[CH3:2][C:3]1[C:11]2[CH2:10][O:9][C:8](=[O:12])[C:7]=2[CH:6]=[CH:5][C:4]=1[CH2:13][CH2:14][N:15]1[CH2:20][CH2:19][CH:18]([NH3+:21])[CH2:17][CH2:16]1.[C:22]([C:24]1[CH:32]=[CH:31][C:27]([C:28](O)=[O:29])=[C:26]([S:33]([CH3:36])(=[O:35])=[O:34])[CH:25]=1)#[N:23]. Given the product [C:22]([C:24]1[CH:32]=[CH:31][C:27]([C:28]([NH:21][CH:18]2[CH2:17][CH2:16][N:15]([CH2:14][CH2:13][C:4]3[C:3]([CH3:2])=[C:11]4[C:7](=[CH:6][CH:5]=3)[C:8](=[O:12])[O:9][CH2:10]4)[CH2:20][CH2:19]2)=[O:29])=[C:26]([S:33]([CH3:36])(=[O:34])=[O:35])[CH:25]=1)#[N:23], predict the reactants needed to synthesize it. (3) Given the product [F:1][C:2]1[CH:3]=[CH:4][C:5]2[N:6]([C:10]([CH:11]([N:13]3[CH2:18][CH2:17][O:16][CH2:15][CH2:14]3)[CH3:12])=[N:9][N:8]=2)[CH:7]=1, predict the reactants needed to synthesize it. The reactants are: [F:1][C:2]1[CH:3]=[CH:4][C:5]([NH:8][NH:9][C:10](=O)[CH:11]([N:13]2[CH2:18][CH2:17][O:16][CH2:15][CH2:14]2)[CH3:12])=[N:6][CH:7]=1.C1C=CC(P(C2C=CC=CC=2)C2C=CC=CC=2)=CC=1.CCN(CC)CC.ClC(Cl)(Cl)C(Cl)(Cl)Cl.N. (4) Given the product [Cl:1][C:2]1[CH:3]=[C:4]([C:12]2[S:13][C:14]([C:17]3[C:18]([CH2:26][CH3:27])=[C:19]([CH2:23][CH2:38][N:39]([CH3:28])[CH2:40][C:41]([O:43][CH3:44])=[O:42])[CH:20]=[CH:21][CH:22]=3)=[CH:15][N:16]=2)[CH:5]=[CH:6][C:7]=1[O:8][CH:9]([CH3:11])[CH3:10], predict the reactants needed to synthesize it. The reactants are: [Cl:1][C:2]1[CH:3]=[C:4]([C:12]2[S:13][C:14]([C:17]3[C:18]([CH2:26][CH3:27])=[C:19]([CH2:23]C=O)[CH:20]=[CH:21][CH:22]=3)=[CH:15][N:16]=2)[CH:5]=[CH:6][C:7]=1[O:8][CH:9]([CH3:11])[CH3:10].[C:28](O)(=O)C.C([O-])(=O)C.[Na+].Cl.[CH3:38][NH:39][CH2:40][C:41]([O:43][CH3:44])=[O:42].